From a dataset of Forward reaction prediction with 1.9M reactions from USPTO patents (1976-2016). Predict the product of the given reaction. (1) Given the reactants Cl[C:2]1[C:11]2=[N:12][N:13](CC3C=CC(OC)=CC=3)[CH:14]=[C:10]2[C:9]2[CH:8]=[CH:7][CH:6]=[CH:5][C:4]=2[N:3]=1.[CH3:24][O:25][C:26]1[N:31]=[CH:30][C:29]([NH2:32])=[CH:28][CH:27]=1.Cl, predict the reaction product. The product is: [CH3:24][O:25][C:26]1[N:31]=[CH:30][C:29]([NH:32][C:2]2[C:11]3=[N:12][NH:13][CH:14]=[C:10]3[C:9]3[CH:8]=[CH:7][CH:6]=[CH:5][C:4]=3[N:3]=2)=[CH:28][CH:27]=1. (2) The product is: [S:28]([C:24]1[CH:23]=[C:22]([NH:21][C:18]([C:17]2[CH:16]=[N:15][N:11]3[C:12]([CH3:14])=[CH:13][C:8]([C:5]4[CH:4]=[CH:3][C:2]([Cl:1])=[CH:7][CH:6]=4)=[N:9][C:10]=23)=[O:20])[CH:27]=[CH:26][CH:25]=1)(=[O:29])(=[O:30])[NH2:31]. Given the reactants [Cl:1][C:2]1[CH:7]=[CH:6][C:5]([C:8]2[CH:13]=[C:12]([CH3:14])[N:11]3[N:15]=[CH:16][C:17]([C:18]([OH:20])=O)=[C:10]3[N:9]=2)=[CH:4][CH:3]=1.[NH2:21][C:22]1[CH:23]=[C:24]([S:28]([NH2:31])(=[O:30])=[O:29])[CH:25]=[CH:26][CH:27]=1, predict the reaction product. (3) The product is: [N+:1]([C:4]1[CH:5]=[C:6]([NH:17][C:18]2[C:27]3[C:22](=[CH:23][CH:24]=[CH:25][CH:26]=3)[N:21]=[C:20]([C:28]([O:30][CH:31]([CH3:33])[CH3:32])=[O:29])[N:19]=2)[CH:7]=[C:8]([O:10][C:11]2[CH:12]=[CH:13][CH:14]=[CH:15][CH:16]=2)[CH:9]=1)([O-:3])=[O:2]. Given the reactants [N+:1]([C:4]1[CH:5]=[C:6]([NH:17][C:18]2[C:27]3[C:22](=[CH:23][CH:24]=[CH:25][CH:26]=3)[N:21]=[C:20]([C:28]([OH:30])=[O:29])[N:19]=2)[CH:7]=[C:8]([O:10][C:11]2[CH:16]=[CH:15][CH:14]=[CH:13][CH:12]=2)[CH:9]=1)([O-:3])=[O:2].[CH:31](O)([CH3:33])[CH3:32], predict the reaction product.